Dataset: Reaction yield outcomes from USPTO patents with 853,638 reactions. Task: Predict the reaction yield, written as a fraction of the theoretical maximum amount of product (1.0 means a 100% yield; for example, 0.34 means a 34% yield). (1) The reactants are C([N:8]1[CH2:14][C:13]2[N:15]=[CH:16][C:17]([S:19][CH:20]([CH3:22])[CH3:21])=[N:18][C:12]=2[O:11][CH2:10][CH2:9]1)C1C=CC=CC=1.[Cl:23]C(OC(Cl)C)=O. The catalyst is C1(C)C=CC=CC=1. The product is [ClH:23].[CH3:22][CH:20]([S:19][C:17]1[CH:16]=[N:15][C:13]2[CH2:14][NH:8][CH2:9][CH2:10][O:11][C:12]=2[N:18]=1)[CH3:21]. The yield is 0.210. (2) The product is [Br:1][C:2]1[CH:3]=[CH:4][C:5]([F:11])=[C:6]([C:8](=[O:10])[CH3:9])[CH:7]=1. The reactants are [Br:1][C:2]1[CH:3]=[CH:4][C:5]([F:11])=[C:6]([CH:8]([OH:10])[CH3:9])[CH:7]=1.[Cr](O[Cr]([O-])(=O)=O)([O-])(=O)=O. The catalyst is ClCCl. The yield is 0.840. (3) The reactants are [C:1]([O:5][C:6]([C:8]1[O:9][C:10]2[CH:17]=[CH:16][CH:15]=[C:14]([OH:18])[C:11]=2[C:12]=1[CH3:13])=[O:7])([CH3:4])([CH3:3])[CH3:2].[I:19]N1C(=O)CCC1=O. The catalyst is C(Cl)(Cl)(Cl)Cl. The product is [C:1]([O:5][C:6]([C:8]1[O:9][C:10]2[CH:17]=[CH:16][C:15]([I:19])=[C:14]([OH:18])[C:11]=2[C:12]=1[CH3:13])=[O:7])([CH3:4])([CH3:2])[CH3:3]. The yield is 0.380. (4) The reactants are Cl[C:2]1[N:7]=[C:6]([C:8]#[N:9])[C:5]([N+:10]([O-:12])=[O:11])=[CH:4][CH:3]=1.[CH3:13][O:14][C:15]1[CH:16]=[C:17](B(O)O)[CH:18]=[CH:19][C:20]=1[O:21][CH3:22].C(=O)([O-])[O-].[K+].[K+]. The catalyst is C1(C)C=CC=CC=1.C1C=CC([P]([Pd]([P](C2C=CC=CC=2)(C2C=CC=CC=2)C2C=CC=CC=2)([P](C2C=CC=CC=2)(C2C=CC=CC=2)C2C=CC=CC=2)[P](C2C=CC=CC=2)(C2C=CC=CC=2)C2C=CC=CC=2)(C2C=CC=CC=2)C2C=CC=CC=2)=CC=1. The product is [CH3:13][O:14][C:15]1[CH:16]=[C:17]([C:2]2[N:7]=[C:6]([C:8]#[N:9])[C:5]([N+:10]([O-:12])=[O:11])=[CH:4][CH:3]=2)[CH:18]=[CH:19][C:20]=1[O:21][CH3:22]. The yield is 0.790. (5) The reactants are [CH2:1]=[CH:2][C:3]1[CH:8]=[CH:7][CH:6]=[CH:5][CH:4]=1.[Cl:9][SiH:10]([Cl:12])[Cl:11]. No catalyst specified. The product is [C:3]1([CH2:2][CH2:1][Si:10]([Cl:12])([Cl:11])[Cl:9])[CH:8]=[CH:7][CH:6]=[CH:5][CH:4]=1. The yield is 0.190.